Dataset: Reaction yield outcomes from USPTO patents with 853,638 reactions. Task: Predict the reaction yield, written as a fraction of the theoretical maximum amount of product (1.0 means a 100% yield; for example, 0.34 means a 34% yield). The reactants are [CH3:1][O:2][C:3]1[CH:12]=[CH:11][C:10]([S:13](=[O:16])(=[O:15])[NH2:14])=[CH:9][C:4]=1[C:5]([O:7]C)=[O:6].[OH-].[Na+].Cl. The catalyst is CO. The product is [CH3:1][O:2][C:3]1[CH:12]=[CH:11][C:10]([S:13](=[O:16])(=[O:15])[NH2:14])=[CH:9][C:4]=1[C:5]([OH:7])=[O:6]. The yield is 0.983.